Predict which catalyst facilitates the given reaction. From a dataset of Catalyst prediction with 721,799 reactions and 888 catalyst types from USPTO. Reactant: [Br:1][C:2]1[CH:16]=[CH:15][C:5]([C:6]([C@H:8]2[CH2:10][C@H:9]2[C:11]([O:13]C)=[O:12])=[O:7])=[CH:4][CH:3]=1.[OH-].[Na+]. Product: [Br:1][C:2]1[CH:3]=[CH:4][C:5]([C:6]([C@@H:8]2[CH2:10][C@H:9]2[C:11]([OH:13])=[O:12])=[O:7])=[CH:15][CH:16]=1. The catalyst class is: 5.